This data is from Reaction yield outcomes from USPTO patents with 853,638 reactions. The task is: Predict the reaction yield, written as a fraction of the theoretical maximum amount of product (1.0 means a 100% yield; for example, 0.34 means a 34% yield). (1) The reactants are [C-:1]#[C-:2].[Na+].[Na+].CN(C)P(N(C)C)(N(C)C)=O.[F:16][C:17]1[CH:22]=[CH:21][C:20]([CH2:23][CH2:24][CH2:25]I)=[CH:19][CH:18]=1. The catalyst is CN(C)C=O. The product is [F:16][C:17]1[CH:22]=[CH:21][C:20]([CH2:23][CH2:24][CH2:25][C:1]#[CH:2])=[CH:19][CH:18]=1. The yield is 0.620. (2) The reactants are Cl[C:2]1[C:11]2[C:6](=[CH:7][CH:8]=[C:9]([F:12])[CH:10]=2)[N:5]([CH2:13][C:14]2[CH:19]=[CH:18][C:17]([F:20])=[CH:16][CH:15]=2)[C:4](=[O:21])[C:3]=1[C:22]#[N:23].[NH:24]1[CH2:29][CH2:28][NH:27][CH2:26][CH2:25]1. The catalyst is ClCCl. The product is [F:12][C:9]1[CH:10]=[C:11]2[C:6](=[CH:7][CH:8]=1)[N:5]([CH2:13][C:14]1[CH:19]=[CH:18][C:17]([F:20])=[CH:16][CH:15]=1)[C:4](=[O:21])[C:3]([C:22]#[N:23])=[C:2]2[N:24]1[CH2:29][CH2:28][NH:27][CH2:26][CH2:25]1. The yield is 0.950. (3) The catalyst is O1CCCC1. The product is [CH:34]([O:33][C:29]1[CH:28]=[C:27]([CH:32]=[CH:31][CH:30]=1)[CH2:26][C:15]1[C:16]2[C:21](=[CH:20][C:19]([O:22][CH3:23])=[C:18]([O:24][CH3:25])[CH:17]=2)[C:12]([CH2:10][OH:9])=[CH:13][N:14]=1)([CH2:36][CH3:37])[CH3:35]. The yield is 0.990. The reactants are [H-].[Al+3].[Li+].[H-].[H-].[H-].C([O:9][C:10]([C:12]1[C:21]2[C:16](=[CH:17][C:18]([O:24][CH3:25])=[C:19]([O:22][CH3:23])[CH:20]=2)[C:15]([CH2:26][C:27]2[CH:32]=[CH:31][CH:30]=[C:29]([O:33][CH:34]([CH2:36][CH3:37])[CH3:35])[CH:28]=2)=[N:14][CH:13]=1)=O)C. (4) The reactants are Br[C:2]1[CH:3]=[CH:4][CH:5]=[C:6]2[C:11]=1[N:10]=[C:9]([C:12]([F:21])([F:20])[C:13]1[CH:18]=[CH:17][C:16]([F:19])=[CH:15][N:14]=1)[N:8]=[C:7]2[S:22][CH3:23].C1(P(C2C=CC=CC=2)C2C3OC4C(=CC=CC=4P(C4C=CC=CC=4)C4C=CC=CC=4)C(C)(C)C=3C=CC=2)C=CC=CC=1.[CH3:66][S:67]([NH2:70])(=[O:69])=[O:68].C([O-])([O-])=O.[Cs+].[Cs+]. The catalyst is C1C=CC(/C=C/C(/C=C/C2C=CC=CC=2)=O)=CC=1.C1C=CC(/C=C/C(/C=C/C2C=CC=CC=2)=O)=CC=1.C1C=CC(/C=C/C(/C=C/C2C=CC=CC=2)=O)=CC=1.[Pd].[Pd].O1CCOCC1. The product is [F:20][C:12]([F:21])([C:13]1[CH:18]=[CH:17][C:16]([F:19])=[CH:15][N:14]=1)[C:9]1[N:8]=[C:7]([S:22][CH3:23])[C:6]2[C:11](=[C:2]([NH:70][S:67]([CH3:66])(=[O:69])=[O:68])[CH:3]=[CH:4][CH:5]=2)[N:10]=1. The yield is 0.850. (5) The reactants are I[C:2]1[CH:7]=[CH:6][C:5]([N:8]2[CH:13]=[C:12]([O:14][CH3:15])[C:11](=[O:16])[C:10]([C:17]([N:19]([O:21][CH3:22])[CH3:20])=[O:18])=[N:9]2)=[C:4]([O:23][CH3:24])[CH:3]=1.[NH:25]1[CH:29]=[CH:28][CH:27]=[N:26]1.C(=NO)C1C(=CC=CC=1)O.C([O-])([O-])=O.[Cs+].[Cs+]. The catalyst is CC#N.O. The product is [CH3:22][O:21][N:19]([CH3:20])[C:17]([C:10]1[C:11](=[O:16])[C:12]([O:14][CH3:15])=[CH:13][N:8]([C:5]2[CH:6]=[CH:7][C:2]([N:25]3[CH:29]=[CH:28][CH:27]=[N:26]3)=[CH:3][C:4]=2[O:23][CH3:24])[N:9]=1)=[O:18]. The yield is 0.680.